Dataset: Catalyst prediction with 721,799 reactions and 888 catalyst types from USPTO. Task: Predict which catalyst facilitates the given reaction. Reactant: CI.[C:3](=O)([O-])O.[K+].[O:8]=[C:9]1[C:18]2[CH:19]=[C:20]([S:23][CH2:24][C:25]([OH:27])=[O:26])[CH:21]=[CH:22][C:17]=2[O:16][CH2:15][C:14]2[CH:13]=[CH:12][S:11][C:10]1=2. Product: [O:8]=[C:9]1[C:18]2[CH:19]=[C:20]([S:23][CH2:24][C:25]([O:27][CH3:3])=[O:26])[CH:21]=[CH:22][C:17]=2[O:16][CH2:15][C:14]2[CH:13]=[CH:12][S:11][C:10]1=2. The catalyst class is: 3.